From a dataset of Full USPTO retrosynthesis dataset with 1.9M reactions from patents (1976-2016). Predict the reactants needed to synthesize the given product. (1) Given the product [Cl:1][C:2]1[CH:7]=[CH:6][C:5]([C:8]([CH3:31])([CH3:32])[CH2:9][C:10]([OH:30])([C:26]([F:29])([F:27])[F:28])[CH2:11][NH:12][C:13]2[CH:22]=[CH:21][CH:20]=[C:19]3[C:14]=2[CH:15]=[CH:16][C:17]([C:23]([NH2:25])=[O:24])=[N:18]3)=[C:4]([O:33][CH3:34])[CH:3]=1, predict the reactants needed to synthesize it. The reactants are: [Cl:1][C:2]1[CH:7]=[CH:6][C:5]([C:8]([CH3:32])([CH3:31])[CH2:9][C:10]([OH:30])([C:26]([F:29])([F:28])[F:27])[CH:11]=[N:12][C:13]2[CH:22]=[CH:21][CH:20]=[C:19]3[C:14]=2[CH:15]=[CH:16][C:17]([C:23]([NH2:25])=[O:24])=[N:18]3)=[C:4]([O:33][CH3:34])[CH:3]=1.[BH4-].[Na+]. (2) Given the product [ClH:30].[NH2:14][C:15]1[CH:16]=[CH:17][C:18]([F:29])=[C:19]([C@@:21]2([CH3:28])[NH:26][C:25](=[S:27])[CH2:24][O:23][CH2:22]2)[CH:20]=1, predict the reactants needed to synthesize it. The reactants are: C(=[N:14][C:15]1[CH:16]=[CH:17][C:18]([F:29])=[C:19]([C@@:21]2([CH3:28])[NH:26][C:25](=[S:27])[CH2:24][O:23][CH2:22]2)[CH:20]=1)(C1C=CC=CC=1)C1C=CC=CC=1.[ClH:30]. (3) Given the product [NH2:12][C:13]1[N:14]=[C:15]([N:24]2[CH2:25][CH2:26][N:27]([C:30](=[O:40])[CH2:31][O:32][C:33]3[CH:38]=[CH:37][C:36]([Cl:39])=[CH:35][CH:34]=3)[CH2:28][CH2:29]2)[C:16]2[N:22]=[C:21]([C:3]3[C:4]([F:8])=[CH:5][CH:6]=[CH:7][C:2]=3[Cl:1])[CH:20]=[CH:19][C:17]=2[N:18]=1, predict the reactants needed to synthesize it. The reactants are: [Cl:1][C:2]1[CH:7]=[CH:6][CH:5]=[C:4]([F:8])[C:3]=1B(O)O.[NH2:12][C:13]1[N:14]=[C:15]([N:24]2[CH2:29][CH2:28][N:27]([C:30](=[O:40])[CH2:31][O:32][C:33]3[CH:38]=[CH:37][C:36]([Cl:39])=[CH:35][CH:34]=3)[CH2:26][CH2:25]2)[C:16]2[N:22]=[C:21](Cl)[CH:20]=[CH:19][C:17]=2[N:18]=1. (4) The reactants are: Cl.[N:2]1([CH2:7][C:8]([OH:10])=O)[CH:6]=[CH:5][N:4]=[N:3]1.[NH2:11][C@@H:12]([CH2:30][O:31][CH2:32][C:33]1[CH:38]=[CH:37][CH:36]=[CH:35][CH:34]=1)[C:13]([NH:15][C:16]1[CH:21]=[CH:20][C:19]([O:22][C:23]2[CH:28]=[CH:27][C:26]([F:29])=[CH:25][CH:24]=2)=[CH:18][CH:17]=1)=[O:14]. Given the product [N:2]1([CH2:7][C:8]([NH:11][C@@H:12]([CH2:30][O:31][CH2:32][C:33]2[CH:34]=[CH:35][CH:36]=[CH:37][CH:38]=2)[C:13]([NH:15][C:16]2[CH:17]=[CH:18][C:19]([O:22][C:23]3[CH:28]=[CH:27][C:26]([F:29])=[CH:25][CH:24]=3)=[CH:20][CH:21]=2)=[O:14])=[O:10])[CH:6]=[CH:5][N:4]=[N:3]1, predict the reactants needed to synthesize it. (5) Given the product [CH3:14][C:8]1[CH:9]=[CH:10][CH:11]=[C:12]([CH3:13])[C:7]=1[CH2:6][CH:5]=[O:4], predict the reactants needed to synthesize it. The reactants are: Cl.O.C[O:4][CH:5]=[CH:6][C:7]1[C:12]([CH3:13])=[CH:11][CH:10]=[CH:9][C:8]=1[CH3:14]. (6) The reactants are: [CH2:1]([N:8]([CH2:19][C:20]1[CH:33]=[CH:32][C:23]([O:24][C:25]2[CH:30]=[CH:29][C:28]([OH:31])=[CH:27][CH:26]=2)=[CH:22][CH:21]=1)[C:9]1[CH:14]=[CH:13][CH:12]=[C:11]([N+:15]([O-:17])=[O:16])[C:10]=1[CH3:18])[C:2]1[CH:7]=[CH:6][CH:5]=[CH:4][CH:3]=1.[CH2:34]([O:36][C:37](=[O:43])[CH2:38][CH2:39][CH2:40][CH2:41]Br)[CH3:35]. Given the product [CH2:1]([N:8]([CH2:19][C:20]1[CH:33]=[CH:32][C:23]([O:24][C:25]2[CH:26]=[CH:27][C:28]([O:31][CH2:41][CH2:40][CH2:39][CH2:38][C:37]([O:36][CH2:34][CH3:35])=[O:43])=[CH:29][CH:30]=2)=[CH:22][CH:21]=1)[C:9]1[CH:14]=[CH:13][CH:12]=[C:11]([N+:15]([O-:17])=[O:16])[C:10]=1[CH3:18])[C:2]1[CH:3]=[CH:4][CH:5]=[CH:6][CH:7]=1, predict the reactants needed to synthesize it.